From a dataset of Catalyst prediction with 721,799 reactions and 888 catalyst types from USPTO. Predict which catalyst facilitates the given reaction. Reactant: [F:1][C:2]1[CH:7]=[CH:6][C:5]([C@H:8]2[C@H:13]([C:14]([OH:16])=O)[CH2:12][CH2:11][N:10]([CH2:17][CH2:18][C:19]3[CH:24]=[CH:23][CH:22]=[CH:21][CH:20]=3)[CH2:9]2)=[CH:4][CH:3]=1.[Cl:25][C:26]1[CH:34]=[CH:33][C:29]([C:30]([NH2:32])=[S:31])=[CH:28][CH:27]=1.CN(C(ON1N=NC2C=CC=CC1=2)=[N+](C)C)C.F[P-](F)(F)(F)(F)F. Product: [Cl:25][C:26]1[CH:34]=[CH:33][C:29]([C:30]([NH:32][C:14]([C@@H:13]2[CH2:12][CH2:11][N:10]([CH2:17][CH2:18][C:19]3[CH:24]=[CH:23][CH:22]=[CH:21][CH:20]=3)[CH2:9][C@H:8]2[C:5]2[CH:6]=[CH:7][C:2]([F:1])=[CH:3][CH:4]=2)=[O:16])=[S:31])=[CH:28][CH:27]=1. The catalyst class is: 64.